From a dataset of Forward reaction prediction with 1.9M reactions from USPTO patents (1976-2016). Predict the product of the given reaction. Given the reactants [Cl:1][C:2]1[CH:3]=[C:4]([C:9]2([C:30]([F:33])([F:32])[F:31])[O:13][N:12]=[C:11]([C:14]3[C:23]4[C:18](=[CH:19][CH:20]=[CH:21][CH:22]=4)[C:17]([C:24]4[O:25][C:26](=[O:29])[CH2:27][N:28]=4)=[CH:16][CH:15]=3)[CH2:10]2)[CH:5]=[C:6]([Cl:8])[CH:7]=1.[NH2:34][CH2:35][CH:36]1[CH2:38][CH2:37]1, predict the reaction product. The product is: [CH:36]1([CH2:35][NH:34][C:26](=[O:29])[CH2:27][NH:28][C:24]([C:17]2[C:18]3[C:23](=[CH:22][CH:21]=[CH:20][CH:19]=3)[C:14]([C:11]3[CH2:10][C:9]([C:4]4[CH:5]=[C:6]([Cl:8])[CH:7]=[C:2]([Cl:1])[CH:3]=4)([C:30]([F:31])([F:33])[F:32])[O:13][N:12]=3)=[CH:15][CH:16]=2)=[O:25])[CH2:38][CH2:37]1.